Dataset: Forward reaction prediction with 1.9M reactions from USPTO patents (1976-2016). Task: Predict the product of the given reaction. Given the reactants [NH2:1][C:2]1[N:21]=[C:5]2[C:6]([C:10]3([OH:20])[CH2:15][CH2:14][CH:13]([C:16]([F:19])([F:18])[F:17])[CH2:12][CH2:11]3)=[CH:7][CH:8]=[CH:9][N:4]2[N:3]=1.[CH3:22][C:23]1[N:27]=[C:26]([N:28]2[CH2:33][CH2:32][C:31](=O)[CH2:30][CH2:29]2)[S:25][N:24]=1.[BH4-].[Na+], predict the reaction product. The product is: [CH3:22][C:23]1[N:27]=[C:26]([N:28]2[CH2:29][CH2:30][CH:31]([NH:1][C:2]3[N:21]=[C:5]4[C:6]([C:10]5([OH:20])[CH2:11][CH2:12][CH:13]([C:16]([F:17])([F:18])[F:19])[CH2:14][CH2:15]5)=[CH:7][CH:8]=[CH:9][N:4]4[N:3]=3)[CH2:32][CH2:33]2)[S:25][N:24]=1.